This data is from Forward reaction prediction with 1.9M reactions from USPTO patents (1976-2016). The task is: Predict the product of the given reaction. Given the reactants Br[C:2]1[N:6]([C:7]2[CH:12]=[CH:11][CH:10]=[CH:9][C:8]=2[Cl:13])[N:5]=[C:4]([C:14]([O:16][CH2:17][CH3:18])=[O:15])[C:3]=1[CH:19]=[O:20].[F:21][C:22]([F:33])([F:32])[C:23]1[CH:28]=[CH:27][C:26](B(O)O)=[CH:25][CH:24]=1.[F-].[Cs+], predict the reaction product. The product is: [CH2:17]([O:16][C:14]([C:4]1[C:3]([CH:19]=[O:20])=[C:2]([C:26]2[CH:27]=[CH:28][C:23]([C:22]([F:33])([F:32])[F:21])=[CH:24][CH:25]=2)[N:6]([C:7]2[CH:12]=[CH:11][CH:10]=[CH:9][C:8]=2[Cl:13])[N:5]=1)=[O:15])[CH3:18].